The task is: Predict the reaction yield, written as a fraction of the theoretical maximum amount of product (1.0 means a 100% yield; for example, 0.34 means a 34% yield).. This data is from Reaction yield outcomes from USPTO patents with 853,638 reactions. The reactants are [CH2:1]([O:8][C:9]1[N:13]([CH2:14][C:15]2[CH:24]=[CH:23][C:18]([C:19](OC)=[O:20])=[CH:17][CH:16]=2)[N:12]=[C:11]([C:25]([CH3:28])([CH3:27])[CH3:26])[CH:10]=1)[C:2]1[CH:7]=[CH:6][CH:5]=[CH:4][CH:3]=1.[H-].[Al+3].[Li+].[H-].[H-].[H-].C(O)C.[Cl-].[NH4+]. The catalyst is O1CCCC1. The product is [CH2:1]([O:8][C:9]1[N:13]([CH2:14][C:15]2[CH:16]=[CH:17][C:18]([CH2:19][OH:20])=[CH:23][CH:24]=2)[N:12]=[C:11]([C:25]([CH3:28])([CH3:27])[CH3:26])[CH:10]=1)[C:2]1[CH:7]=[CH:6][CH:5]=[CH:4][CH:3]=1. The yield is 0.990.